This data is from Reaction yield outcomes from USPTO patents with 853,638 reactions. The task is: Predict the reaction yield, written as a fraction of the theoretical maximum amount of product (1.0 means a 100% yield; for example, 0.34 means a 34% yield). The reactants are [F:1][C:2]1[CH:7]=[CH:6][C:5]([C@@H:8]([CH:24]2[CH2:29][CH2:28][O:27][CH2:26][CH2:25]2)[CH2:9][C:10]([N:12]2[C@@H:16]([C:17]3[CH:22]=[CH:21][CH:20]=[CH:19][CH:18]=3)[CH2:15][O:14][C:13]2=[O:23])=[O:11])=[CH:4][CH:3]=1.C[Si]([N-][Si](C)(C)C)(C)C.[Na+].CC(C1C=C(C(C)C)C(S([N:55]=[N+:56]=[N-:57])(=O)=O)=C(C(C)C)C=1)C.C(O)(=O)C. The catalyst is C1COCC1.C([O-])(=O)C.C[N+](C)(C)C. The product is [N:55]([C@@H:9]([C@@H:8]([C:5]1[CH:6]=[CH:7][C:2]([F:1])=[CH:3][CH:4]=1)[CH:24]1[CH2:29][CH2:28][O:27][CH2:26][CH2:25]1)[C:10]([N:12]1[C@@H:16]([C:17]2[CH:22]=[CH:21][CH:20]=[CH:19][CH:18]=2)[CH2:15][O:14][C:13]1=[O:23])=[O:11])=[N+:56]=[N-:57]. The yield is 0.630.